This data is from Full USPTO retrosynthesis dataset with 1.9M reactions from patents (1976-2016). The task is: Predict the reactants needed to synthesize the given product. (1) Given the product [Cl:47][C:41]1[CH:42]=[C:43]([Cl:46])[CH:44]=[CH:45][C:40]=1[CH2:39][O:38][C:35]1[CH:36]=[CH:37][C:32]([CH2:31][S:30][C:27]2[CH:28]=[CH:29][C:24]([O:23][CH2:22][C:21]([OH:49])=[O:20])=[C:25]([CH3:48])[CH:26]=2)=[CH:33][CH:34]=1, predict the reactants needed to synthesize it. The reactants are: ClC1C=C(Cl)C=CC=1COC1C=CC(CO)=CC=1.C[O:20][C:21](=[O:49])[CH2:22][O:23][C:24]1[CH:29]=[CH:28][C:27]([S:30][CH2:31][C:32]2[CH:37]=[CH:36][C:35]([O:38][CH2:39][C:40]3[CH:45]=[CH:44][C:43]([Cl:46])=[CH:42][C:41]=3[Cl:47])=[CH:34][CH:33]=2)=[CH:26][C:25]=1[CH3:48]. (2) Given the product [NH2:59][C:58]1[N:57]=[CH:56][C:55]([C:2]2[CH:7]=[C:6]([S:8](=[O:10])(=[O:9])[NH:11][CH:12]3[CH2:17][CH2:16][CH:15]([OH:18])[CH2:14][CH2:13]3)[C:5]([F:19])=[CH:4][C:3]=2[F:20])=[CH:23][C:53]=1[C:51]([N:50]([O:49][CH3:48])[CH3:61])=[O:52], predict the reactants needed to synthesize it. The reactants are: Br[C:2]1[C:3]([F:20])=[CH:4][C:5]([F:19])=[C:6]([S:8]([NH:11][CH:12]2[CH2:17][CH2:16][CH:15]([OH:18])[CH2:14][CH2:13]2)(=[O:10])=[O:9])[CH:7]=1.B1(B2OC(C)(C)C(C)(C)O2)OC(C)(C)[C:23](C)(C)O1.C(Cl)Cl.C([O-])([O-])=O.[Na+].[Na+].[CH3:48][O:49][N:50]([CH3:61])[C:51]([C:53]1[C:58]([NH2:59])=[N:57][CH:56]=[C:55](Br)N=1)=[O:52]. (3) Given the product [Br:1][C:2]1[C:9]2[O:10][CH2:15][O:11][C:8]=2[CH:7]=[C:4]([CH:5]=[O:6])[CH:3]=1, predict the reactants needed to synthesize it. The reactants are: [Br:1][C:2]1[CH:3]=[C:4]([CH:7]=[C:8]([OH:11])[C:9]=1[OH:10])[CH:5]=[O:6].[F-].[K+].Br[CH2:15]Br.O. (4) Given the product [CH3:27][C:25]1([CH3:26])[C:21]([CH3:22])([CH3:23])[O:20][B:19]([C:2]2[CH:6]=[N:5][N:4]3[CH2:7][CH2:8][CH2:9][C:3]=23)[O:24]1, predict the reactants needed to synthesize it. The reactants are: Br[C:2]1[CH:6]=[N:5][N:4]2[CH2:7][CH2:8][CH2:9][C:3]=12.C([Li])CCC.C(O[B:19]([O:24][CH:25]([CH3:27])[CH3:26])[O:20][CH:21]([CH3:23])[CH3:22])(C)C.OC(C(O)(C)C)(C)C.C(O)(=O)C. (5) Given the product [CH3:17][C:16]1[N:18]=[C:19]([C:21]2[CH:25]=[CH:24][S:23][CH:22]=2)[N:12]2[C:13]=1[CH:14]=[N:15][C:10]([NH:9][C:6]1[CH:7]=[CH:8][C:3]([O:2][CH3:1])=[CH:4][CH:5]=1)=[N:11]2, predict the reactants needed to synthesize it. The reactants are: [CH3:1][O:2][C:3]1[CH:8]=[CH:7][C:6]([NH:9][C:10]2[N:11]=[N:12][C:13]([CH:16]([NH:18][C:19]([C:21]3[CH:25]=[CH:24][S:23][CH:22]=3)=O)[CH3:17])=[CH:14][N:15]=2)=[CH:5][CH:4]=1.P(Cl)(Cl)(Cl)=O.